Predict the reaction yield, written as a fraction of the theoretical maximum amount of product (1.0 means a 100% yield; for example, 0.34 means a 34% yield). From a dataset of Reaction yield outcomes from USPTO patents with 853,638 reactions. (1) The reactants are [ClH:1].[CH3:2][C:3]1[N:4]=[C:5]([NH:8][C:9]2[N:14]=[CH:13][C:12]([CH:15]([CH:17]3[CH2:22][CH2:21][O:20][CH2:19][CH2:18]3)O)=[CH:11][C:10]=2[S:23][C:24]2[CH:29]=[CH:28][CH:27]=[CH:26][CH:25]=2)[S:6][CH:7]=1.O.CC1C=CC(S(O)(=O)=O)=CC=1.Cl. The catalyst is C1(C)C=CC=CC=1. The product is [ClH:1].[CH3:2][C:3]1[N:4]=[C:5]([NH:8][C:9]2[C:10]([S:23][C:24]3[CH:29]=[CH:28][CH:27]=[CH:26][CH:25]=3)=[CH:11][C:12]([CH:15]=[C:17]3[CH2:22][CH2:21][O:20][CH2:19][CH2:18]3)=[CH:13][N:14]=2)[S:6][CH:7]=1. The yield is 0.350. (2) The reactants are O[C:2]([CH:4]([C:6]1[CH:19]=[CH:18][CH:17]=[C:8]([C:9]([C:11]2[CH:16]=[CH:15][CH:14]=[CH:13][CH:12]=2)=[O:10])[CH:7]=1)[CH3:5])=[O:3].C1C=NC2N(O)N=NC=2C=1.C(Cl)CCl.C([O:36][C:37](=[O:47])[CH2:38][CH2:39][CH2:40][CH2:41][CH2:42][S:43](=[O:46])(=[O:45])[NH2:44])C. The catalyst is ClCCl. The product is [C:9]([C:8]1[CH:7]=[C:6]([CH:4]([CH3:5])[C:2]([NH:44][S:43]([CH2:42][CH2:41][CH2:40][CH2:39][CH2:38][C:37]([OH:47])=[O:36])(=[O:45])=[O:46])=[O:3])[CH:19]=[CH:18][CH:17]=1)(=[O:10])[C:11]1[CH:16]=[CH:15][CH:14]=[CH:13][CH:12]=1. The yield is 0.440. (3) The reactants are [Cl:1][C:2]1[CH:3]=[C:4]([N:9]2[CH:13]=[C:12]([C:14]([OH:16])=[O:15])[N:11]=[CH:10]2)[CH:5]=[CH:6][C:7]=1[Cl:8].S(=O)(=O)(O)O.[CH3:22]O. No catalyst specified. The product is [CH3:22][O:15][C:14]([C:12]1[N:11]=[CH:10][N:9]([C:4]2[CH:5]=[CH:6][C:7]([Cl:8])=[C:2]([Cl:1])[CH:3]=2)[CH:13]=1)=[O:16]. The yield is 0.810.